From a dataset of NCI-60 drug combinations with 297,098 pairs across 59 cell lines. Regression. Given two drug SMILES strings and cell line genomic features, predict the synergy score measuring deviation from expected non-interaction effect. (1) Drug 1: CN(C(=O)NC(C=O)C(C(C(CO)O)O)O)N=O. Drug 2: C(CN)CNCCSP(=O)(O)O. Cell line: MDA-MB-435. Synergy scores: CSS=6.51, Synergy_ZIP=-1.60, Synergy_Bliss=0.301, Synergy_Loewe=-2.63, Synergy_HSA=-2.43. (2) Drug 2: CNC(=O)C1=NC=CC(=C1)OC2=CC=C(C=C2)NC(=O)NC3=CC(=C(C=C3)Cl)C(F)(F)F. Drug 1: C1=NC2=C(N1)C(=S)N=C(N2)N. Synergy scores: CSS=27.3, Synergy_ZIP=-8.30, Synergy_Bliss=-3.48, Synergy_Loewe=-4.03, Synergy_HSA=-1.39. Cell line: NCI-H522.